The task is: Predict the reactants needed to synthesize the given product.. This data is from Full USPTO retrosynthesis dataset with 1.9M reactions from patents (1976-2016). (1) Given the product [CH:20]1([N:17]2[CH2:18][CH2:19][N:14]([C:11]3([CH2:23][NH:24][C:25](=[O:30])[C:26]([F:27])([F:29])[F:28])[CH2:12][CH2:13][NH:8][CH2:9][CH2:10]3)[CH2:15][CH2:16]2)[CH2:21][CH2:22]1, predict the reactants needed to synthesize it. The reactants are: C([N:8]1[CH2:13][CH2:12][C:11]([CH2:23][NH:24][C:25](=[O:30])[C:26]([F:29])([F:28])[F:27])([N:14]2[CH2:19][CH2:18][N:17]([CH:20]3[CH2:22][CH2:21]3)[CH2:16][CH2:15]2)[CH2:10][CH2:9]1)C1C=CC=CC=1.C(O)(=O)C.[H][H]. (2) Given the product [CH2:14]([O:13][C:11]([C:10]1[CH:9]=[N:8][N:7]2[C:2]([NH:40][C:39]3[C:33]4[O:32][C:31]([CH3:41])([CH3:30])[CH2:35][C:34]=4[CH:36]=[CH:37][CH:38]=3)=[C:3]([C:16]([N:18]3[CH2:23][CH2:22][CH:21]([C:24]4[CH:29]=[CH:28][CH:27]=[CH:26][CH:25]=4)[CH2:20][CH2:19]3)=[O:17])[CH:4]=[N:5][C:6]=12)=[O:12])[CH3:15], predict the reactants needed to synthesize it. The reactants are: Cl[C:2]1[N:7]2[N:8]=[CH:9][C:10]([C:11]([O:13][CH2:14][CH3:15])=[O:12])=[C:6]2[N:5]=[CH:4][C:3]=1[C:16]([N:18]1[CH2:23][CH2:22][CH:21]([C:24]2[CH:29]=[CH:28][CH:27]=[CH:26][CH:25]=2)[CH2:20][CH2:19]1)=[O:17].[CH3:30][C:31]1([CH3:41])[CH2:35][C:34]2[CH:36]=[CH:37][CH:38]=[C:39]([NH2:40])[C:33]=2[O:32]1. (3) Given the product [CH2:1]([NH:8][C:17](=[O:18])[C:14]1[CH:15]=[CH:16][C:11]([O:10][CH3:9])=[C:12]([C:20]([NH:8][CH2:1][C:2]2[CH:7]=[CH:6][CH:5]=[CH:4][CH:3]=2)=[O:21])[CH:13]=1)[C:2]1[CH:7]=[CH:6][CH:5]=[CH:4][CH:3]=1, predict the reactants needed to synthesize it. The reactants are: [CH2:1]([NH2:8])[C:2]1[CH:7]=[CH:6][CH:5]=[CH:4][CH:3]=1.[CH3:9][O:10][C:11]1[CH:16]=[CH:15][C:14]([C:17](Cl)=[O:18])=[CH:13][C:12]=1[C:20](Cl)=[O:21].